Task: Predict which catalyst facilitates the given reaction.. Dataset: Catalyst prediction with 721,799 reactions and 888 catalyst types from USPTO (1) Reactant: [C:1]([Si:3]([CH3:6])([CH3:5])[CH3:4])#[CH:2].CCN(CC)CC.[CH3:14][O:15][C:16]([C:18]1[C:23]([NH2:24])=[N:22][C:21]([NH:25][CH2:26][CH2:27][O:28][CH3:29])=[C:20](Br)[N:19]=1)=[O:17].COC(C1C(N)=NC(NCCOC)=C(Cl)N=1)=O. Product: [CH3:14][O:15][C:16]([C:18]1[C:23]([NH2:24])=[N:22][C:21]([NH:25][CH2:26][CH2:27][O:28][CH3:29])=[C:20]([C:2]#[C:1][Si:3]([CH3:6])([CH3:5])[CH3:4])[N:19]=1)=[O:17]. The catalyst class is: 540. (2) Reactant: [C:1](=[C:14]1[CH2:19][CH2:18][N:17]([C:20]2[NH:24][C:23]3[CH:25]=[CH:26][CH:27]=[CH:28][C:22]=3[N:21]=2)[CH2:16][CH2:15]1)([C:8]1[CH:13]=[CH:12][CH:11]=[CH:10][CH:9]=1)[C:2]1[CH:7]=[CH:6][CH:5]=[CH:4][CH:3]=1.[H][H]. Product: [CH:1]([CH:14]1[CH2:15][CH2:16][N:17]([C:20]2[NH:21][C:22]3[CH:28]=[CH:27][CH:26]=[CH:25][C:23]=3[N:24]=2)[CH2:18][CH2:19]1)([C:2]1[CH:3]=[CH:4][CH:5]=[CH:6][CH:7]=1)[C:8]1[CH:13]=[CH:12][CH:11]=[CH:10][CH:9]=1. The catalyst class is: 29. (3) Reactant: N(OCC(C)C)=O.N[C:9]1[CH:32]=[C:31]([C:33]([O:35][C:36]([CH3:39])([CH3:38])[CH3:37])=[O:34])[CH:30]=[CH:29][C:10]=1[O:11][C:12]1[C:21]([Br:22])=[C:20]2[C:15]([CH:16]([C:23]([O:25][CH2:26][CH3:27])=[O:24])[CH2:17][CH2:18][O:19]2)=[CH:14][C:13]=1[Cl:28]. Product: [Br:22][C:21]1[C:12]([O:11][C:10]2[CH:9]=[CH:32][C:31]([C:33]([O:35][C:36]([CH3:37])([CH3:39])[CH3:38])=[O:34])=[CH:30][CH:29]=2)=[C:13]([Cl:28])[CH:14]=[C:15]2[C:20]=1[O:19][CH2:18][CH2:17][CH:16]2[C:23]([O:25][CH2:26][CH3:27])=[O:24]. The catalyst class is: 9.